This data is from Full USPTO retrosynthesis dataset with 1.9M reactions from patents (1976-2016). The task is: Predict the reactants needed to synthesize the given product. (1) Given the product [N:1]([C@@:4]1([CH2:19][O:27][C:25](=[O:26])[C:24]2[CH:28]=[CH:29][CH:30]=[C:22]([Cl:21])[CH:23]=2)[C@@H:5]([F:18])[C@@H:6]([OH:17])[C@H:7]([N:9]2[CH:14]=[CH:13][C:12](=[O:15])[NH:11][C:10]2=[O:16])[O:8]1)=[N+:2]=[N-:3], predict the reactants needed to synthesize it. The reactants are: [N:1]([C@:4]1([CH2:19]I)[O:8][C@@H:7]([N:9]2[CH:14]=[CH:13][C:12](=[O:15])[NH:11][C:10]2=[O:16])[C@H:6]([OH:17])[C@@H:5]1[F:18])=[N+:2]=[N-:3].[Cl:21][C:22]1[CH:23]=[C:24]([CH:28]=[CH:29][CH:30]=1)[C:25]([OH:27])=[O:26].ClC1C=CC=C(C(OO)=O)C=1.[O-]S([O-])(=S)=O.[Na+].[Na+].C([O-])(O)=O.[Na+]. (2) Given the product [CH2:5]([O:7][C:8](=[O:28])[CH2:9][C:10]1[CH:15]=[CH:14][C:13]([CH2:16][CH3:1])=[C:12]([O:17][C:18]2[CH:23]=[C:22]([C:24]#[N:25])[CH:21]=[C:20]([Cl:26])[CH:19]=2)[C:11]=1[F:27])[CH3:6], predict the reactants needed to synthesize it. The reactants are: [CH:1](F)(F)F.[CH2:5]([O:7][C:8](=[O:28])[CH2:9][C:10]1[CH:15]=[CH:14][C:13]([CH3:16])=[C:12]([O:17][C:18]2[CH:23]=[C:22]([C:24]#[N:25])[CH:21]=[C:20]([Cl:26])[CH:19]=2)[C:11]=1[F:27])[CH3:6].C([Zn]CC)C. (3) Given the product [ClH:29].[CH:1]1([C:4]2[N:8]([C:9]3[N:14]=[CH:13][C:12]([NH:15][C:16](=[O:24])[CH2:17][C:18]4[CH:23]=[CH:22][N:21]=[CH:20][CH:19]=4)=[CH:11][CH:10]=3)[N:7]=[C:6]([C:25]([F:28])([F:26])[F:27])[CH:5]=2)[CH2:3][CH2:2]1, predict the reactants needed to synthesize it. The reactants are: [CH:1]1([C:4]2[N:8]([C:9]3[N:14]=[CH:13][C:12]([NH:15][C:16](=[O:24])[CH2:17][C:18]4[CH:23]=[CH:22][N:21]=[CH:20][CH:19]=4)=[CH:11][CH:10]=3)[N:7]=[C:6]([C:25]([F:28])([F:27])[F:26])[CH:5]=2)[CH2:3][CH2:2]1.[ClH:29]. (4) Given the product [CH3:1][C@:2]12[CH2:3][CH2:4][CH2:5][N:6]1[CH2:7][C:8]1[C:9]3[C:17]4[C:16]([C:18](=[O:20])[NH:28][N:29]=1)=[CH:15][CH:14]=[CH:13][C:12]=4[NH:11][C:10]=32, predict the reactants needed to synthesize it. The reactants are: [CH3:1][C@@:2]12[C:10]3[NH:11][C:12]4[CH:13]=[CH:14][CH:15]=[C:16]([C:18]([O:20]C)=O)[C:17]=4[C:9]=3[C:8](=O)[CH2:7][N:6]1[CH2:5][CH2:4][CH2:3]2.C(O)(=O)C.O.[NH2:28][NH2:29].O. (5) Given the product [CH2:10]([O:12][C:13](=[O:25])[C:14](=[CH:17][C:18]1[CH:23]=[CH:22][CH:21]=[C:20]([NH:24][C:7]([C:5]2[O:6][C:2]([Br:1])=[CH:3][CH:4]=2)=[O:9])[CH:19]=1)[CH2:15][CH3:16])[CH3:11], predict the reactants needed to synthesize it. The reactants are: [Br:1][C:2]1[O:6][C:5]([C:7]([OH:9])=O)=[CH:4][CH:3]=1.[CH2:10]([O:12][C:13](=[O:25])[C:14](=[CH:17][C:18]1[CH:23]=[CH:22][CH:21]=[C:20]([NH2:24])[CH:19]=1)[CH2:15][CH3:16])[CH3:11].